From a dataset of Full USPTO retrosynthesis dataset with 1.9M reactions from patents (1976-2016). Predict the reactants needed to synthesize the given product. Given the product [F:1][C:2]([F:14])([C:7]1[CH:12]=[CH:11][CH:10]=[C:9]([O:13][CH2:17][CH2:18][N:19]2[CH2:24][CH2:23][O:22][CH2:21][CH2:20]2)[CH:8]=1)[C:3]([O:5][CH2:6][CH3:25])=[O:4], predict the reactants needed to synthesize it. The reactants are: [F:1][C:2]([F:14])([C:7]1[CH:12]=[CH:11][CH:10]=[C:9]([OH:13])[CH:8]=1)[C:3]([O:5][CH3:6])=[O:4].Cl.Cl[CH2:17][CH2:18][N:19]1[CH2:24][CH2:23][O:22][CH2:21][CH2:20]1.[C:25](=O)([O-])[O-].[K+].[K+].